Predict the reactants needed to synthesize the given product. From a dataset of Full USPTO retrosynthesis dataset with 1.9M reactions from patents (1976-2016). (1) Given the product [O:1]1[C:5]2[CH:6]=[CH:7][C:8]([C:10]3[CH:11]=[C:12]([S:16]([NH:19][C:20]4[CH:28]=[CH:27][C:23]([C:24]([O:26][CH2:33][CH2:32][O:31][CH3:30])=[O:25])=[C:22]([OH:29])[CH:21]=4)(=[O:17])=[O:18])[CH:13]=[CH:14][CH:15]=3)=[CH:9][C:4]=2[CH2:3][CH2:2]1, predict the reactants needed to synthesize it. The reactants are: [O:1]1[C:5]2[CH:6]=[CH:7][C:8]([C:10]3[CH:11]=[C:12]([S:16]([NH:19][C:20]4[CH:28]=[CH:27][C:23]([C:24]([OH:26])=[O:25])=[C:22]([OH:29])[CH:21]=4)(=[O:18])=[O:17])[CH:13]=[CH:14][CH:15]=3)=[CH:9][C:4]=2[CH2:3][CH2:2]1.[CH3:30][O:31][CH:32](O)[CH3:33]. (2) Given the product [CH3:1][C:2]1[CH:3]=[CH:4][C:5]([C:8]2[CH:13]=[CH:12][C:11]([CH2:14][NH:15][C:16]([C:18]3[N:19]([CH2:42][CH2:43][CH2:44][NH2:45])[CH:20]=[C:21]([NH:23][C:24]([C:26]4[C:27]([C:32]5[CH:33]=[CH:34][C:35]([C:38]([F:41])([F:39])[F:40])=[CH:36][CH:37]=5)=[CH:28][CH:29]=[CH:30][CH:31]=4)=[O:25])[CH:22]=3)=[O:17])=[CH:10][CH:9]=2)=[CH:6][CH:7]=1, predict the reactants needed to synthesize it. The reactants are: [CH3:1][C:2]1[CH:7]=[CH:6][C:5]([C:8]2[CH:13]=[CH:12][C:11]([CH2:14][NH:15][C:16]([C:18]3[N:19]([CH2:42][CH2:43][CH2:44][NH:45]C(OC(C)(C)C)=O)[CH:20]=[C:21]([NH:23][C:24]([C:26]4[C:27]([C:32]5[CH:37]=[CH:36][C:35]([C:38]([F:41])([F:40])[F:39])=[CH:34][CH:33]=5)=[CH:28][CH:29]=[CH:30][CH:31]=4)=[O:25])[CH:22]=3)=[O:17])=[CH:10][CH:9]=2)=[CH:4][CH:3]=1.FC(F)(F)C(O)=O.ClCCl.C(O)C.N. (3) The reactants are: [CH3:1][O:2][C:3](=[O:18])[CH2:4][C:5]1[C:14]([CH3:15])=[C:13]([OH:16])[C:12]2[C:7](=[CH:8][CH:9]=[C:10]([Cl:17])[CH:11]=2)[CH:6]=1.F[C:20]1[CH:25]=[CH:24][C:23]([S:26]([CH3:29])(=[O:28])=[O:27])=[CH:22][CH:21]=1.COC(=O)C(=CC1C=CC(F)=CC=1)CC(O)=O. Given the product [CH3:1][O:2][C:3](=[O:18])[CH2:4][C:5]1[C:14]([CH3:15])=[C:13]([O:16][C:20]2[CH:25]=[CH:24][C:23]([S:26]([CH3:29])(=[O:28])=[O:27])=[CH:22][CH:21]=2)[C:12]2[C:7](=[CH:8][CH:9]=[C:10]([Cl:17])[CH:11]=2)[CH:6]=1, predict the reactants needed to synthesize it. (4) Given the product [F:1][C:2]1[C:3]([CH3:19])=[C:4]([CH:9]=[C:10]([C:12]2[CH:17]=[CH:16][CH:15]=[C:14]([F:18])[CH:13]=2)[CH:11]=1)[C:5]([OH:7])=[O:6], predict the reactants needed to synthesize it. The reactants are: [F:1][C:2]1[C:3]([CH3:19])=[C:4]([CH:9]=[C:10]([C:12]2[CH:17]=[CH:16][CH:15]=[C:14]([F:18])[CH:13]=2)[CH:11]=1)[C:5]([O:7]C)=[O:6].[OH-].[Na+]. (5) Given the product [Br:15][C:16]1[CH:17]=[C:18]([NH:23][S:2]([N:5]2[CH2:12][CH2:13][O:14][C:6]2=[O:7])(=[O:4])=[O:3])[C:19]([CH3:22])=[N:20][CH:21]=1, predict the reactants needed to synthesize it. The reactants are: Cl[S:2]([N:5]=[C:6]=[O:7])(=[O:4])=[O:3].C(Cl)Cl.Cl[CH2:12][CH2:13][OH:14].[Br:15][C:16]1[CH:17]=[C:18]([NH2:23])[C:19]([CH3:22])=[N:20][CH:21]=1. (6) Given the product [Cl:33][C:6]1[CH:5]=[N:4][CH:3]=[C:2]([Cl:1])[C:7]=1[NH:8][C:9]([C:11]1[CH:19]=[C:18]2[C:14]([C:15]([CH2:30][CH3:31])=[CH:16][N:17]2[S:20]([C:23]2[CH:28]=[CH:27][C:26]([CH3:29])=[CH:25][CH:24]=2)(=[O:21])=[O:22])=[CH:13][CH:12]=1)=[O:10], predict the reactants needed to synthesize it. The reactants are: [Cl:1][C:2]1[CH:3]=[N:4][CH:5]=[C:6]([Cl:33])[C:7]=1[NH:8][C:9]([C:11]1[CH:19]=[C:18]2[C:14]([C:15]([CH:30](O)[CH3:31])=[CH:16][N:17]2[S:20]([C:23]2[CH:28]=[CH:27][C:26]([CH3:29])=[CH:25][CH:24]=2)(=[O:22])=[O:21])=[CH:13][CH:12]=1)=[O:10].C([SiH](CC)CC)C.B(F)(F)F. (7) Given the product [O:1]1[C:5]2([CH2:10][CH2:9][CH:8]([CH2:11][CH2:12][OH:13])[CH2:7][CH2:6]2)[O:4][CH2:3][CH2:2]1, predict the reactants needed to synthesize it. The reactants are: [O:1]1[C:5]2([CH2:10][CH2:9][CH:8]([CH2:11][C:12](OCC)=[O:13])[CH2:7][CH2:6]2)[O:4][CH2:3][CH2:2]1.[AlH4-].[Li+].O.[OH-].[Na+]. (8) Given the product [CH:55]1([NH:58][C:59]([CH:61]2[CH2:66][CH2:65][CH2:64][N:63]([C:21]([C:6]3[CH:7]=[C:8]4[C:3](=[CH:4][CH:5]=3)[N:2]([CH3:1])[C:14]3[CH2:13][CH2:12][CH:11]([CH:15]5[CH2:16][CH2:17][O:18][CH2:19][CH2:20]5)[CH2:10][C:9]4=3)=[O:22])[CH2:62]2)=[O:60])[CH2:57][CH2:56]1, predict the reactants needed to synthesize it. The reactants are: [CH3:1][N:2]1[C:14]2[CH2:13][CH2:12][CH:11]([CH:15]3[CH2:20][CH2:19][O:18][CH2:17][CH2:16]3)[CH2:10][C:9]=2[C:8]2[C:3]1=[CH:4][CH:5]=[C:6]([C:21](O)=[O:22])[CH:7]=2.CN(C(ON1N=NC2C=CC=NC1=2)=[N+](C)C)C.F[P-](F)(F)(F)(F)F.FC(F)(F)C([O-])=O.[CH:55]1([NH:58][C:59]([CH:61]2[CH2:66][CH2:65][CH2:64][NH2+:63][CH2:62]2)=[O:60])[CH2:57][CH2:56]1.C(N(CC)C(C)C)(C)C. (9) Given the product [CH3:1][C:2]1[C:6]([C:7]([O:9][CH2:10][CH3:11])=[O:8])=[CH:5][N:4]([C:13]2[CH:18]=[CH:17][CH:16]=[CH:15][N:14]=2)[N:3]=1, predict the reactants needed to synthesize it. The reactants are: [CH3:1][C:2]1[C:6]([C:7]([O:9][CH2:10][CH3:11])=[O:8])=[CH:5][NH:4][N:3]=1.Cl[C:13]1[CH:18]=[CH:17][CH:16]=[CH:15][N:14]=1.[H-].[Na+].CN(C)C=O. (10) Given the product [F:24][C:25]([F:30])([F:29])[C:26]([OH:28])=[O:27].[CH3:17][C:13]1[CH:14]=[C:15]2[C:10](=[CH:11][C:12]=1[CH:18]1[CH2:23][CH2:22][O:21][CH2:20][CH2:19]1)[CH2:9][NH:8][CH2:16]2, predict the reactants needed to synthesize it. The reactants are: C(OC([N:8]1[CH2:16][C:15]2[C:10](=[CH:11][C:12]([CH:18]3[CH2:23][CH2:22][O:21][CH2:20][CH2:19]3)=[C:13]([CH3:17])[CH:14]=2)[CH2:9]1)=O)(C)(C)C.[F:24][C:25]([F:30])([F:29])[C:26]([OH:28])=[O:27].